From a dataset of Reaction yield outcomes from USPTO patents with 853,638 reactions. Predict the reaction yield, written as a fraction of the theoretical maximum amount of product (1.0 means a 100% yield; for example, 0.34 means a 34% yield). The reactants are [C:1]([O:5][C:6]([N:8]1[C@@H:12]([CH3:13])[CH2:11][CH2:10][C@H:9]1[C:14](O)=[O:15])=[O:7])([CH3:4])([CH3:3])[CH3:2].B.CSC.CO. The catalyst is O1CCCC1. The product is [OH:15][CH2:14][C@@H:9]1[CH2:10][CH2:11][C@H:12]([CH3:13])[N:8]1[C:6]([O:5][C:1]([CH3:2])([CH3:4])[CH3:3])=[O:7]. The yield is 0.930.